Predict the product of the given reaction. From a dataset of Forward reaction prediction with 1.9M reactions from USPTO patents (1976-2016). (1) Given the reactants [Si]([O:18][CH2:19][C:20]1[CH:21]=[C:22]([CH2:30][OH:31])[CH:23]=[C:24]([O:26][CH:27]([CH3:29])[CH3:28])[CH:25]=1)(C(C)(C)C)(C1C=CC=CC=1)C1C=CC=CC=1.[Cl:32][C:33]1[CH:38]=[C:37]([Cl:39])[CH:36]=[CH:35][C:34]=1O.C(P(CCCC)CCCC)CCC.N(C(N1CCCCC1)=O)=NC(N1CCCCC1)=O.[F-].C([N+](CCCC)(CCCC)CCCC)CCC.C(=O)([O-])O.[Na+], predict the reaction product. The product is: [Cl:32][C:33]1[CH:38]=[C:37]([Cl:39])[CH:36]=[CH:35][C:34]=1[O:18][CH2:19][C:20]1[CH:21]=[C:22]([CH2:30][OH:31])[CH:23]=[C:24]([O:26][CH:27]([CH3:28])[CH3:29])[CH:25]=1. (2) Given the reactants [C:1]1([C:7](=O)[CH2:8][CH2:9][CH2:10][C:11]([C:13]2[CH:18]=[CH:17][CH:16]=[CH:15][CH:14]=2)=O)[CH:6]=[CH:5][CH:4]=[CH:3][CH:2]=1.P12(SP3(SP(SP(S3)(S1)=S)(=S)S2)=S)=[S:21].[Cl:34]([O-:38])(=[O:37])(=[O:36])=[O:35].[Li+], predict the reaction product. The product is: [Cl:34]([O-:38])(=[O:37])(=[O:36])=[O:35].[C:1]1([C:7]2[CH:8]=[CH:9][CH:10]=[C:11]([C:13]3[CH:18]=[CH:17][CH:16]=[CH:15][CH:14]=3)[S+:21]=2)[CH:6]=[CH:5][CH:4]=[CH:3][CH:2]=1.